Task: Predict the product of the given reaction.. Dataset: Forward reaction prediction with 1.9M reactions from USPTO patents (1976-2016) (1) Given the reactants [F:1][C:2]([C:5]1[S:9][N:8]=[C:7]([C:10]2[CH:15]=[CH:14][C:13]([CH2:16][CH3:17])=[CH:12][CH:11]=2)[C:6]=1[C:18](OCC)=[O:19])([F:4])[CH3:3].CC(C[AlH]CC(C)C)C, predict the reaction product. The product is: [F:1][C:2]([C:5]1[S:9][N:8]=[C:7]([C:10]2[CH:15]=[CH:14][C:13]([CH2:16][CH3:17])=[CH:12][CH:11]=2)[C:6]=1[CH2:18][OH:19])([F:4])[CH3:3]. (2) Given the reactants [CH3:1][C:2]1[C:6]2=[N+:7]([O-])[C:8]([CH3:11])=[CH:9][CH:10]=[C:5]2[O:4][N:3]=1.O=P(Cl)(Cl)[Cl:15].C([O-])(O)=O.[Na+], predict the reaction product. The product is: [Cl:15][C:10]1[CH:9]=[C:8]([CH3:11])[N:7]=[C:6]2[C:2]([CH3:1])=[N:3][O:4][C:5]=12. (3) Given the reactants [F:1][C:2]1[CH:3]=[C:4]2[C:9](=[CH:10][CH:11]=1)[N:8]=[C:7]([CH3:12])[CH:6]=[C:5]2[C:13]([OH:15])=O.P(Cl)(Cl)(Cl)(Cl)[Cl:17], predict the reaction product. The product is: [F:1][C:2]1[CH:3]=[C:4]2[C:9](=[CH:10][CH:11]=1)[N:8]=[C:7]([CH3:12])[CH:6]=[C:5]2[C:13]([Cl:17])=[O:15].